From a dataset of Full USPTO retrosynthesis dataset with 1.9M reactions from patents (1976-2016). Predict the reactants needed to synthesize the given product. The reactants are: N(CCC[Si](OC)(OC)OC)[C:2](N)=O.[NH:15]([CH2:19][CH2:20][CH2:21][Si:22](OCC)([O:26][CH2:27][CH3:28])[O:23][CH2:24][CH3:25])C(N)=O. Given the product [NH2:15][CH2:19][CH2:20][CH2:21][Si:22]([CH3:2])([O:26][CH2:27][CH3:28])[O:23][CH2:24][CH3:25], predict the reactants needed to synthesize it.